The task is: Binary Classification. Given a T-cell receptor sequence (or CDR3 region) and an epitope sequence, predict whether binding occurs between them.. This data is from TCR-epitope binding with 47,182 pairs between 192 epitopes and 23,139 TCRs. (1) The epitope is RLRAEAQVK. The TCR CDR3 sequence is CASSPRWDDPVVNAEAFF. Result: 1 (the TCR binds to the epitope). (2) The TCR CDR3 sequence is CASSQWGLAGEDTQYF. The epitope is KLGGALQAK. Result: 1 (the TCR binds to the epitope). (3) The epitope is GTITSGWTF. The TCR CDR3 sequence is CASSQDPYWGGPSTDTQYF. Result: 1 (the TCR binds to the epitope). (4) The epitope is KLPDDFTGCV. The TCR CDR3 sequence is CASKGPLNSPLHF. Result: 0 (the TCR does not bind to the epitope). (5) The epitope is TLVPQEHYV. The TCR CDR3 sequence is CASSERTGVETQYF. Result: 1 (the TCR binds to the epitope). (6) The epitope is SEPVLKGVKL. The TCR CDR3 sequence is CASSLGDEQFF. Result: 1 (the TCR binds to the epitope). (7) The epitope is GILGFVFTL. The TCR CDR3 sequence is CASSIGYYGYTF. Result: 1 (the TCR binds to the epitope). (8) The epitope is LLDFVRFMGV. The TCR CDR3 sequence is CASSVVGGNEQFF. Result: 0 (the TCR does not bind to the epitope).